Dataset: Full USPTO retrosynthesis dataset with 1.9M reactions from patents (1976-2016). Task: Predict the reactants needed to synthesize the given product. (1) Given the product [CH3:1][NH:2][C@@H:3]([C:12]([NH:14][C@H:15]([C:20]([N:22]([C@@H:24]([CH:33]([CH3:35])[CH3:34])/[CH:25]=[C:26](/[C:27]([OH:29])=[O:28])\[CH3:32])[CH3:23])=[O:21])[C:16]([CH3:19])([CH3:18])[CH3:17])=[O:13])[C:4]([C:7]1[CH:11]=[CH:10][S:9][CH:8]=1)([CH3:5])[CH3:6], predict the reactants needed to synthesize it. The reactants are: [CH3:1][NH:2][C@@H:3]([C:12]([NH:14][C@H:15]([C:20]([N:22]([C@@H:24]([CH:33]([CH3:35])[CH3:34])/[CH:25]=[C:26](\[CH3:32])/[C:27]([O:29]CC)=[O:28])[CH3:23])=[O:21])[C:16]([CH3:19])([CH3:18])[CH3:17])=[O:13])[C:4]([C:7]1[CH:11]=[CH:10][S:9][CH:8]=1)([CH3:6])[CH3:5].[OH-].[Li+]. (2) The reactants are: [Br:1][C:2]1[CH:10]=[C:9]2[C:5]([C:6](I)=[N:7][NH:8]2)=[CH:4][CH:3]=1.[C:12]([O:16][C:17]([N:19]1[C:27]2[C:22](=[CH:23][C:24]([CH2:28][O:29][Si:30]([C:33]([CH3:36])([CH3:35])[CH3:34])([CH3:32])[CH3:31])=[CH:25][CH:26]=2)[CH:21]=[C:20]1B(O)O)=[O:18])([CH3:15])([CH3:14])[CH3:13].[Cl-].[Li+].C(=O)([O-])[O-].[Na+].[Na+]. Given the product [Br:1][C:2]1[CH:10]=[C:9]2[C:5]([C:6]([C:20]3[N:19]([C:17]([O:16][C:12]([CH3:15])([CH3:14])[CH3:13])=[O:18])[C:27]4[C:22]([CH:21]=3)=[CH:23][C:24]([CH2:28][O:29][Si:30]([C:33]([CH3:34])([CH3:35])[CH3:36])([CH3:32])[CH3:31])=[CH:25][CH:26]=4)=[N:7][NH:8]2)=[CH:4][CH:3]=1, predict the reactants needed to synthesize it. (3) The reactants are: C([O:3][C:4](=[O:51])[C:5]1[CH:10]=[CH:9][C:8]([NH:11]C2CCCCC2)=[C:7]([NH:18][C:19]([C:21]2[CH:22]=[C:23]3[C:28](=[CH:29][CH:30]=2)[N:27]=[C:26]([C:31]2[C:36](C4C=CC(Cl)=CC=4)=[CH:35][CH:34]=[C:33](C(N4CCCC4)=O)[CH:32]=2)[CH:25]=[CH:24]3)=O)[CH:6]=1)C.Cl[C:53]1[CH:99]=[CH:98][C:56]([C:53]2[C:99](C3C=C[C:99]4[C:53](=[CH:54][CH:55]=[C:56](C5N(C6CCCCC6)[C:54]6[CH:55]=[CH:56][C:98](C(O)=O)=[CH:99][C:53]=6N=5)[CH:98]=4)N=3)=[CH:98][C:56](C(N3CCCC3)=O)=[CH:55][CH:54]=2)=[CH:55][CH:54]=1.[C:100]1(C(C[C:100]2[CH:105]=[CH:104][CH:103]=[CH:102][CH:101]=2)=O)[CH:105]=[CH:104][CH:103]=[CH:102][CH:101]=1.C(C1C=CC=CC=1)(=O)C. Given the product [CH:100]1([N:11]2[C:8]3[CH:9]=[CH:10][C:5]([C:4]([OH:3])=[O:51])=[CH:6][C:7]=3[N:18]=[C:19]2[C:21]2[CH:22]=[C:23]3[C:28](=[CH:29][CH:30]=2)[N:27]=[C:26]([C:31]2[CH:36]=[CH:35][CH:34]=[CH:33][CH:32]=2)[C:25]([C:99]2[CH:53]=[CH:54][CH:55]=[CH:56][CH:98]=2)=[CH:24]3)[CH2:105][CH2:104][CH2:103][CH2:102][CH2:101]1, predict the reactants needed to synthesize it. (4) Given the product [C:13]([O:17][C:18](=[O:33])[N:19]([CH:20]([CH3:21])[CH3:22])[CH2:23][CH2:24][O:25][C:26]1[CH:27]=[CH:28][C:29]([N:32]=[C:1]=[S:2])=[CH:30][CH:31]=1)([CH3:15])([CH3:16])[CH3:14], predict the reactants needed to synthesize it. The reactants are: [C:1](N1C=CN=C1)(N1C=CN=C1)=[S:2].[C:13]([O:17][C:18](=[O:33])[N:19]([CH2:23][CH2:24][O:25][C:26]1[CH:31]=[CH:30][C:29]([NH2:32])=[CH:28][CH:27]=1)[CH:20]([CH3:22])[CH3:21])([CH3:16])([CH3:15])[CH3:14]. (5) Given the product [Si:1]([O:8][C@@H:9]([C@H:11]1[C:14](=[O:15])[NH:13][C@@H:12]1[CH2:16][C:17]([C:19]1[CH:20]=[C:21]([CH2:25][C:26]([NH:39][CH3:37])=[O:27])[CH:22]=[CH:23][CH:24]=1)=[O:18])[CH3:10])([C:4]([CH3:5])([CH3:7])[CH3:6])([CH3:2])[CH3:3], predict the reactants needed to synthesize it. The reactants are: [Si:1]([O:8][C@@H:9]([C@H:11]1[C:14](=[O:15])[NH:13][C@@H:12]1[CH2:16][C:17]([C:19]1[CH:20]=[C:21]([CH2:25][C:26](O)=[O:27])[CH:22]=[CH:23][CH:24]=1)=[O:18])[CH3:10])([C:4]([CH3:7])([CH3:6])[CH3:5])([CH3:3])[CH3:2].CN.C1COCC1.Cl.[CH2:37]([N:39]=C=NCCCN(C)C)C.[Cl-].[NH4+]. (6) Given the product [CH2:1]([O:8][C:9]1[CH:30]=[CH:29][C:12]2[CH:13]=[C:14]([C:16]([C:21]3[CH:26]=[CH:25][C:24]([O:27][CH2:32][C:33](=[O:38])[C:34]([CH3:37])([CH3:36])[CH3:35])=[C:23]([CH3:28])[CH:22]=3)([CH2:19][CH3:20])[CH2:17][CH3:18])[O:15][C:11]=2[CH:10]=1)[C:2]1[CH:3]=[CH:4][CH:5]=[CH:6][CH:7]=1, predict the reactants needed to synthesize it. The reactants are: [CH2:1]([O:8][C:9]1[CH:30]=[CH:29][C:12]2[CH:13]=[C:14]([C:16]([C:21]3[CH:26]=[CH:25][C:24]([OH:27])=[C:23]([CH3:28])[CH:22]=3)([CH2:19][CH3:20])[CH2:17][CH3:18])[O:15][C:11]=2[CH:10]=1)[C:2]1[CH:7]=[CH:6][CH:5]=[CH:4][CH:3]=1.Br[CH2:32][C:33](=[O:38])[C:34]([CH3:37])([CH3:36])[CH3:35].C([O-])([O-])=O.[K+].[K+].